This data is from Full USPTO retrosynthesis dataset with 1.9M reactions from patents (1976-2016). The task is: Predict the reactants needed to synthesize the given product. (1) Given the product [CH2:1]([O:8][C:9]([NH:11][C@H:12]1[CH2:16][CH2:15][N:14]([C@H:17]2[CH2:22][CH2:21][C@@H:20]([NH:23][C:24]([O:26][C:27]([CH3:30])([CH3:29])[CH3:28])=[O:25])[CH2:19][C@@H:18]2[C:31]([O:33][CH3:34])=[O:32])[C:13]1=[O:35])=[O:10])[C:2]1[CH:3]=[CH:4][CH:5]=[CH:6][CH:7]=1, predict the reactants needed to synthesize it. The reactants are: [CH2:1]([O:8][C:9]([NH:11][C@H:12]1[CH2:16][CH2:15][N:14]([C@H:17]2[CH2:22][CH2:21][C@@H:20]([NH:23][C:24]([O:26][C:27]([CH3:30])([CH3:29])[CH3:28])=[O:25])[CH2:19][C@H:18]2[C:31]([O:33][CH3:34])=[O:32])[C:13]1=[O:35])=[O:10])[C:2]1[CH:7]=[CH:6][CH:5]=[CH:4][CH:3]=1.C(=O)([O-])[O-].[Cs+].[Cs+].O. (2) Given the product [Cl:1][C:2]1[CH:7]=[C:6]([N:8]([CH2:9][C:10]2[S:11][C:12]([Cl:15])=[CH:13][CH:14]=2)[CH3:25])[CH:5]=[CH:4][C:3]=1[NH:16][C:17](=[O:22])[C:18]([F:19])([F:20])[F:21], predict the reactants needed to synthesize it. The reactants are: [Cl:1][C:2]1[CH:7]=[C:6]([NH:8][CH2:9][C:10]2[S:11][C:12]([Cl:15])=[CH:13][CH:14]=2)[CH:5]=[CH:4][C:3]=1[NH:16][C:17](=[O:22])[C:18]([F:21])([F:20])[F:19].C=O.[C:25](O)(=O)C.C([BH3-])#N.[Na+]. (3) The reactants are: [CH3:1][C:2]1[CH:3]=[C:4]([NH:8][C:9](=[O:11])[O-:10])[CH:5]=[N:6][CH:7]=1. Given the product [CH3:1][C@H:2]1[CH2:7][NH:6][CH2:5][C@@H:4]([NH:8][C:9](=[O:10])[O:11][C:2]([CH3:3])([CH3:7])[CH3:1])[CH2:3]1, predict the reactants needed to synthesize it. (4) Given the product [CH2:20]([N:9]1[C:10]2[C:5](=[CH:4][C:3]([C:2]([F:1])([F:14])[F:15])=[CH:12][CH:11]=2)[CH:6]([OH:13])[CH2:7][CH2:8]1)[CH2:16][CH3:17], predict the reactants needed to synthesize it. The reactants are: [F:1][C:2]([F:15])([F:14])[C:3]1[CH:4]=[C:5]2[C:10](=[CH:11][CH:12]=1)[NH:9][CH2:8][CH2:7][CH:6]2[OH:13].[C:16](O)(=O)[CH3:17].[C:20](O[BH-](OC(=O)C)OC(=O)C)(=O)C.[Na+]. (5) Given the product [OH:9][CH2:10][CH2:11][CH2:12][CH2:13][N:14]1[CH:18]=[C:17]([C:19]([O:21][C:22]([CH3:25])([CH3:24])[CH3:23])=[O:20])[N:16]=[N:15]1, predict the reactants needed to synthesize it. The reactants are: C([O:9][CH2:10][CH2:11][CH2:12][CH2:13][N:14]1[CH:18]=[C:17]([C:19]([O:21][C:22]([CH3:25])([CH3:24])[CH3:23])=[O:20])[N:16]=[N:15]1)(=O)C1C=CC=CC=1.C([O-])([O-])=O.[K+].[K+]. (6) The reactants are: Cl.[CH3:2][NH:3][O:4][CH3:5].[O:6]=[C:7]1[N:12]([C:13]2[CH:18]=[CH:17][CH:16]=[CH:15][CH:14]=2)[C:11]2[S:19][C:20]([C:28](O)=[O:29])=[C:21]([C:22]3[CH:27]=[CH:26][CH:25]=[CH:24][CH:23]=3)[C:10]=2[CH:9]=[CH:8]1.C1C=CC2N(O)N=NC=2C=1.C(Cl)CCl.CN1CCOCC1. Given the product [CH3:5][O:4][N:3]([CH3:2])[C:28]([C:20]1[S:19][C:11]2[N:12]([C:13]3[CH:18]=[CH:17][CH:16]=[CH:15][CH:14]=3)[C:7](=[O:6])[CH:8]=[CH:9][C:10]=2[C:21]=1[C:22]1[CH:27]=[CH:26][CH:25]=[CH:24][CH:23]=1)=[O:29], predict the reactants needed to synthesize it.